This data is from Catalyst prediction with 721,799 reactions and 888 catalyst types from USPTO. The task is: Predict which catalyst facilitates the given reaction. (1) Reactant: [CH2:1]([O:8][C:9]1[CH:10]=[C:11]([S:15][C:16]2[CH:21]=[CH:20][C:19]([CH2:22][CH2:23][CH2:24][C:25]([CH2:33][O:34][CH2:35][O:36][CH3:37])([CH2:30][C:31]#[CH:32])[C:26]([O:28]C)=[O:27])=[C:18]([Cl:38])[CH:17]=2)[CH:12]=[CH:13][CH:14]=1)[C:2]1[CH:7]=[CH:6][CH:5]=[CH:4][CH:3]=1.CO.C1COCC1.[OH-].[Na+]. Product: [CH2:1]([O:8][C:9]1[CH:10]=[C:11]([S:15][C:16]2[CH:21]=[CH:20][C:19]([CH2:22][CH2:23][CH2:24][C:25]([CH2:33][O:34][CH2:35][O:36][CH3:37])([CH2:30][C:31]#[CH:32])[C:26]([OH:28])=[O:27])=[C:18]([Cl:38])[CH:17]=2)[CH:12]=[CH:13][CH:14]=1)[C:2]1[CH:3]=[CH:4][CH:5]=[CH:6][CH:7]=1. The catalyst class is: 223. (2) Reactant: [C:1]([O:5][C:6]([N:8]1[CH2:12][C@H:11]([CH2:13][C:14]2[CH:19]=[CH:18][C:17]([F:20])=[CH:16][C:15]=2[CH3:21])[CH2:10][C@H:9]1[C:22](O)=[O:23])=[O:7])([CH3:4])([CH3:3])[CH3:2].[F:25][C:26]1[CH:39]=[CH:38][C:29]([O:30][C:31]2[CH:37]=[CH:36][C:34]([NH2:35])=[CH:33][CH:32]=2)=[CH:28][CH:27]=1.CCN(C(C)C)C(C)C.CN(C(ON1N=NC2C=CC=NC1=2)=[N+](C)C)C.F[P-](F)(F)(F)(F)F. Product: [F:20][C:17]1[CH:18]=[CH:19][C:14]([CH2:13][C@H:11]2[CH2:12][N:8]([C:6]([O:5][C:1]([CH3:4])([CH3:3])[CH3:2])=[O:7])[C@H:9]([C:22](=[O:23])[NH:35][C:34]3[CH:33]=[CH:32][C:31]([O:30][C:29]4[CH:38]=[CH:39][C:26]([F:25])=[CH:27][CH:28]=4)=[CH:37][CH:36]=3)[CH2:10]2)=[C:15]([CH3:21])[CH:16]=1. The catalyst class is: 39.